Dataset: Forward reaction prediction with 1.9M reactions from USPTO patents (1976-2016). Task: Predict the product of the given reaction. (1) Given the reactants [NH2:1][CH2:2][C@@H:3]1[C@H:8]([CH3:9])[CH2:7][CH2:6][CH2:5][N:4]1[C:10]([C:12]1[CH:17]=[C:16]([F:18])[CH:15]=[CH:14][C:13]=1[C:19]1[N:24]=[CH:23][CH:22]=[CH:21][N:20]=1)=[O:11].F[C:26]1[CH:31]=[CH:30][C:29]([C:32]([F:35])([F:34])[F:33])=[CH:28][N:27]=1.C([O-])([O-])=O.[K+].[K+], predict the reaction product. The product is: [F:18][C:16]1[CH:15]=[CH:14][C:13]([C:19]2[N:20]=[CH:21][CH:22]=[CH:23][N:24]=2)=[C:12]([C:10]([N:4]2[CH2:5][CH2:6][CH2:7][C@@H:8]([CH3:9])[C@H:3]2[CH2:2][NH:1][C:26]2[CH:31]=[CH:30][C:29]([C:32]([F:35])([F:34])[F:33])=[CH:28][N:27]=2)=[O:11])[CH:17]=1. (2) The product is: [O:34]=[S:2]1(=[O:1])[C:8]2[CH:9]=[CH:10][CH:11]=[CH:12][C:7]=2[CH2:6][N:5]([C:13]2[CH:22]=[C:21]([N:23]3[CH2:27][CH2:26][C:25]([CH3:28])([NH2:29])[CH2:24]3)[C:20]3[C:15](=[CH:16][CH:17]=[C:18]([CH3:33])[CH:19]=3)[N:14]=2)[CH2:4][CH2:3]1. Given the reactants [O:1]=[S:2]1(=[O:34])[C:8]2[CH:9]=[CH:10][CH:11]=[CH:12][C:7]=2[CH2:6][N:5]([C:13]2[CH:22]=[C:21]([N:23]3[CH2:27][CH2:26][C:25]([NH:29]C(=O)C)([CH3:28])[CH2:24]3)[C:20]3[C:15](=[CH:16][CH:17]=[C:18]([CH3:33])[CH:19]=3)[N:14]=2)[CH2:4][CH2:3]1.Cl.C(=O)([O-])[O-].[K+].[K+], predict the reaction product. (3) Given the reactants I[C:2]1[CH:3]=[C:4]([CH2:9][OH:10])[CH:5]=[CH:6][C:7]=1[CH3:8].[C:11]1(B(O)O)[CH:16]=[CH:15][CH:14]=[CH:13][CH:12]=1.C(=O)([O-])[O-].[Na+].[Na+].O, predict the reaction product. The product is: [CH3:8][C:7]1[C:2]([C:11]2[CH:16]=[CH:15][CH:14]=[CH:13][CH:12]=2)=[CH:3][C:4]([CH2:9][OH:10])=[CH:5][CH:6]=1. (4) Given the reactants [CH2:1]([O:3][C:4](=[O:13])[CH2:5][NH:6][C:7]1[CH:12]=[CH:11][CH:10]=[CH:9][CH:8]=1)[CH3:2].[Cl:14][CH2:15][C:16](Cl)=[O:17], predict the reaction product. The product is: [CH2:1]([O:3][C:4](=[O:13])[CH2:5][N:6]([C:16](=[O:17])[CH2:15][Cl:14])[C:7]1[CH:12]=[CH:11][CH:10]=[CH:9][CH:8]=1)[CH3:2]. (5) Given the reactants [C:1]([C:3]1[CH:11]=[CH:10][C:6]([C:7](O)=[O:8])=[C:5]([CH3:12])[CH:4]=1)#[N:2].Cl.[CH3:14][NH:15][O:16][CH3:17].Cl.CN(C)CCCN=C=NCC.O.ON1C2C=CC=CC=2N=N1, predict the reaction product. The product is: [C:1]([C:3]1[CH:11]=[CH:10][C:6]([C:7]([N:15]([O:16][CH3:17])[CH3:14])=[O:8])=[C:5]([CH3:12])[CH:4]=1)#[N:2]. (6) Given the reactants [CH3:1][O:2][C:3]1[CH:4]=[CH:5][C:6]([CH:9]=O)=[N:7][CH:8]=1.[CH3:11][O:12][C:13]1[CH:18]=[CH:17][CH:16]=[C:15]([NH2:19])[CH:14]=1, predict the reaction product. The product is: [CH3:11][O:12][C:13]1[CH:14]=[C:15]([CH:16]=[CH:17][CH:18]=1)[N:19]=[CH:9][C:6]1[CH:5]=[CH:4][C:3]([O:2][CH3:1])=[CH:8][N:7]=1.